From a dataset of Forward reaction prediction with 1.9M reactions from USPTO patents (1976-2016). Predict the product of the given reaction. (1) The product is: [Br:9][C:5]1[N:6]=[C:7]([C:18]#[C:17][C:12]2[CH:13]=[CH:14][CH:15]=[CH:16][C:11]=2[Cl:10])[C:2]([NH2:1])=[N:3][CH:4]=1. Given the reactants [NH2:1][C:2]1[C:7](Br)=[N:6][C:5]([Br:9])=[CH:4][N:3]=1.[Cl:10][C:11]1[CH:16]=[CH:15][CH:14]=[CH:13][C:12]=1[C:17]#[CH:18], predict the reaction product. (2) Given the reactants [C:1]([OH:10])(=[O:9])[C:2]1[C:3](=[CH:5][CH:6]=[CH:7][CH:8]=1)[SH:4].[CH3:11][O:12][C:13]1[CH:20]=[CH:19][C:16]([CH2:17]Cl)=[CH:15][CH:14]=1.O, predict the reaction product. The product is: [CH3:11][O:12][C:13]1[CH:20]=[CH:19][C:16]([CH2:17][S:4][C:3]2[C:2](=[CH:8][CH:7]=[CH:6][CH:5]=2)[C:1]([OH:10])=[O:9])=[CH:15][CH:14]=1. (3) Given the reactants Cl.[NH2:2][CH2:3][C:4]1[CH:5]=[CH:6][C:7]([NH2:11])=[N:8][C:9]=1[CH3:10].[CH3:12][C:13]([O:16][C:17](O[C:17]([O:16][C:13]([CH3:15])([CH3:14])[CH3:12])=[O:18])=[O:18])([CH3:15])[CH3:14], predict the reaction product. The product is: [NH2:11][C:7]1[N:8]=[C:9]([CH3:10])[C:4]([CH2:3][NH:2][C:17](=[O:18])[O:16][C:13]([CH3:15])([CH3:14])[CH3:12])=[CH:5][CH:6]=1.